This data is from Forward reaction prediction with 1.9M reactions from USPTO patents (1976-2016). The task is: Predict the product of the given reaction. (1) Given the reactants [C:1]([C:3]1([C:16]2[CH:21]=[C:20]([NH:22][C:23]3[CH:28]=[C:27]([C:29]([F:32])([F:31])[F:30])[CH:26]=[CH:25][N:24]=3)[N:19]=[C:18]([N:33]3[CH2:37][CH2:36][C:35]([F:39])([F:38])[CH2:34]3)[N:17]=2)[CH2:8][CH2:7][N:6](C(OC(C)(C)C)=O)[CH2:5][CH2:4]1)#[N:2].Cl.O1CCOCC1, predict the reaction product. The product is: [F:39][C:35]1([F:38])[CH2:36][CH2:37][N:33]([C:18]2[N:17]=[C:16]([C:3]3([C:1]#[N:2])[CH2:8][CH2:7][NH:6][CH2:5][CH2:4]3)[CH:21]=[C:20]([NH:22][C:23]3[CH:28]=[C:27]([C:29]([F:30])([F:31])[F:32])[CH:26]=[CH:25][N:24]=3)[N:19]=2)[CH2:34]1. (2) The product is: [CH2:24]([N:31]([CH2:32][CH2:33][OH:34])[C:17]([CH:15]1[C:12]2[CH:13]=[CH:14][C:9]([O:8][CH2:1][C:2]3[CH:3]=[CH:4][CH:5]=[CH:6][CH:7]=3)=[CH:10][C:11]=2[CH2:16]1)=[O:19])[C:25]1[CH:30]=[CH:29][CH:28]=[CH:27][CH:26]=1. Given the reactants [CH2:1]([O:8][C:9]1[CH:14]=[CH:13][C:12]2[CH:15]([C:17]([OH:19])=O)[CH2:16][C:11]=2[CH:10]=1)[C:2]1[CH:7]=[CH:6][CH:5]=[CH:4][CH:3]=1.S(Cl)(Cl)=O.[CH2:24]([NH:31][CH2:32][CH2:33][OH:34])[C:25]1[CH:30]=[CH:29][CH:28]=[CH:27][CH:26]=1.C(N(CC)CC)C, predict the reaction product. (3) Given the reactants F[C:2]1[CH:20]=[CH:19][C:18]([N+:21]([O-:23])=[O:22])=[CH:17][C:3]=1[C:4]([NH:6][CH2:7][C:8]1[CH:16]=[CH:15][C:11]2[O:12][CH2:13][O:14][C:10]=2[CH:9]=1)=[O:5].[NH2:24][C@H:25]1[CH2:30][CH2:29][C@H:28]([OH:31])[CH2:27][CH2:26]1, predict the reaction product. The product is: [OH:31][C@H:28]1[CH2:29][CH2:30][C@H:25]([NH:24][C:2]2[CH:20]=[CH:19][C:18]([N+:21]([O-:23])=[O:22])=[CH:17][C:3]=2[C:4]([NH:6][CH2:7][C:8]2[CH:16]=[CH:15][C:11]3[O:12][CH2:13][O:14][C:10]=3[CH:9]=2)=[O:5])[CH2:26][CH2:27]1.